From a dataset of Catalyst prediction with 721,799 reactions and 888 catalyst types from USPTO. Predict which catalyst facilitates the given reaction. (1) Reactant: [Cl:1][C:2]1[CH:30]=[CH:29][C:5]([CH2:6][C:7]2([OH:28])[CH2:12][CH2:11][N:10]([C:13]([CH:15]3[O:20][C:19]4[CH:21]=[CH:22][C:23]([Cl:25])=[CH:24][C:18]=4[O:17][CH2:16]3)=O)[CH2:9][C:8]2([CH3:27])[CH3:26])=[CH:4][CH:3]=1. Product: [Cl:1][C:2]1[CH:30]=[CH:29][C:5]([CH2:6][C:7]2([OH:28])[CH2:12][CH2:11][N:10]([CH2:13][CH:15]3[O:20][C:19]4[CH:21]=[CH:22][C:23]([Cl:25])=[CH:24][C:18]=4[O:17][CH2:16]3)[CH2:9][C:8]2([CH3:27])[CH3:26])=[CH:4][CH:3]=1. The catalyst class is: 1. (2) Reactant: [S:1]([O:8][C:9]1[C:13]2[N:14]=[C:15]([N:22]3[CH2:27][CH2:26][N:25]([C:28]4[CH:33]=[CH:32][C:31]([Cl:34])=[CH:30][CH:29]=4)[CH2:24][CH2:23]3)[N:16]=[C:17]([NH:18][CH2:19][CH2:20][CH3:21])[C:12]=2[S:11][CH:10]=1)([C:4]([F:7])([F:6])[F:5])(=[O:3])=[O:2].[BH4-].[Na+]. Product: [S:1]([O:8][CH:9]1[C:13]2[N:14]=[C:15]([N:22]3[CH2:27][CH2:26][N:25]([C:28]4[CH:29]=[CH:30][C:31]([Cl:34])=[CH:32][CH:33]=4)[CH2:24][CH2:23]3)[N:16]=[C:17]([NH:18][CH2:19][CH2:20][CH3:21])[C:12]=2[S:11][CH2:10]1)([C:4]([F:6])([F:5])[F:7])(=[O:3])=[O:2]. The catalyst class is: 5. (3) Reactant: [OH:1][C:2]1[CH:18]=[CH:17][C:5]([C:6]([NH:8][NH:9][C:10]([O:12][C:13]([CH3:16])([CH3:15])[CH3:14])=[O:11])=[O:7])=[CH:4][CH:3]=1.Br[C:20]1[CH:21]=[CH:22][C:23]([N+:26]([O-:28])=[O:27])=[N:24][CH:25]=1.C(=O)([O-])[O-].[Cs+].[Cs+]. Product: [N+:26]([C:23]1[N:24]=[CH:25][C:20]([O:1][C:2]2[CH:3]=[CH:4][C:5]([C:6]([NH:8][NH:9][C:10]([O:12][C:13]([CH3:15])([CH3:14])[CH3:16])=[O:11])=[O:7])=[CH:17][CH:18]=2)=[CH:21][CH:22]=1)([O-:28])=[O:27]. The catalyst class is: 9. (4) Reactant: [CH3:1][O:2][C:3]1[CH:4]=[C:5]2[C:10](=[CH:11][C:12]=1[O:13][CH3:14])[N:9]=[CH:8][N:7]=[C:6]2[C:15]1[NH:19][N:18]=[N:17][N:16]=1.C(N(CC)CC)C.Cl.Cl[CH2:29][C:30]1[CH:35]=[CH:34][CH:33]=[CH:32][N:31]=1. Product: [CH3:1][O:2][C:3]1[CH:4]=[C:5]2[C:10](=[CH:11][C:12]=1[O:13][CH3:14])[N:9]=[CH:8][N:7]=[C:6]2[C:15]1[N:19]([CH2:29][C:30]2[CH:35]=[CH:34][CH:33]=[CH:32][N:31]=2)[N:18]=[N:17][N:16]=1. The catalyst class is: 80. (5) Reactant: OCCCN(C)C(=O)CCCC[C:11]([O:13]C)=[O:12].C([N:19]1[CH:23]=[CH:22][N:21]=[CH:20]1)([N:19]1[CH:23]=[CH:22][N:21]=[CH:20]1)=O. Product: [C:11](=[O:12])([OH:13])[NH2:19].[NH:19]1[CH:23]=[CH:22][N:21]=[CH:20]1. The catalyst class is: 366. (6) Reactant: Br[C:2]1[C:10]2[C:9]([C:11]3[CH:12]=[C:13]([NH:17][C:18](=[O:22])[C:19]([CH3:21])=[CH2:20])[CH:14]=[CH:15][CH:16]=3)=[N:8][CH:7]=[N:6][C:5]=2[N:4]([CH2:23][O:24][CH2:25][CH2:26][Si:27]([CH3:30])([CH3:29])[CH3:28])[CH:3]=1.C([Sn](CCCC)(CCCC)[C:36]1[O:37][CH:38]=[CH:39][N:40]=1)CCC.CC(C1C=C(C(C)C)C(C2C=CC=CC=2P(C2CCCCC2)C2CCCCC2)=C(C(C)C)C=1)C. Product: [O:37]1[CH:38]=[CH:39][N:40]=[C:36]1[C:2]1[C:10]2[C:9]([C:11]3[CH:12]=[C:13]([NH:17][C:18](=[O:22])[C:19]([CH3:21])=[CH2:20])[CH:14]=[CH:15][CH:16]=3)=[N:8][CH:7]=[N:6][C:5]=2[N:4]([CH2:23][O:24][CH2:25][CH2:26][Si:27]([CH3:28])([CH3:29])[CH3:30])[CH:3]=1. The catalyst class is: 101. (7) Reactant: [Cl:1][C:2]1[CH:3]=[C:4]([CH:6]=[CH:7][C:8]=1[I:9])N.C(N(C(C)C)CC)(C)C.[C:19]([O:23][C:24](O[C:24]([O:23][C:19]([CH3:22])([CH3:21])[CH3:20])=[O:25])=[O:25])([CH3:22])([CH3:21])[CH3:20]. Product: [C:19]([O:23][C:24]([C:4]1[CH:6]=[CH:7][C:8]([I:9])=[C:2]([Cl:1])[CH:3]=1)=[O:25])([CH3:22])([CH3:21])[CH3:20]. The catalyst class is: 7. (8) Reactant: [CH3:1][O:2][C:3]([C:5]1[S:12][C:11]2[C:10](I)=[N:9][NH:8][C:7]=2[CH:6]=1)=[O:4].C(=O)([O-])[O-].[K+].[K+].[C:20]([O:24][C:25]([N:27]1[C:35]2[C:30](=[CH:31][C:32]([C:36]([CH3:44])([CH3:43])[O:37][SiH2:38][C:39]([CH3:42])([CH3:41])[CH3:40])=[CH:33][CH:34]=2)[CH:29]=[C:28]1C1C2SC=CC=2N(C(OC(C)(C)C)=O)N=1)=[O:26])([CH3:23])([CH3:22])[CH3:21].N#N. Product: [C:20]([O:24][C:25]([N:27]1[C:35]2[C:30](=[CH:31][C:32]([C:36]([CH3:44])([CH3:43])[O:37][SiH2:38][C:39]([CH3:42])([CH3:41])[CH3:40])=[CH:33][CH:34]=2)[CH:29]=[C:28]1[C:10]1[C:11]2[S:12][C:5]([C:3]([O:2][CH3:1])=[O:4])=[CH:6][C:7]=2[NH:8][N:9]=1)=[O:26])([CH3:23])([CH3:22])[CH3:21]. The catalyst class is: 535. (9) Reactant: [CH2:1]([NH:8][C:9]([C:11]1[C:16]([NH:17][C:18](=O)[CH2:19][CH:20]([CH3:22])[CH3:21])=[N:15][CH:14]=[CH:13][N:12]=1)=[O:10])[C:2]1[CH:7]=[CH:6][CH:5]=[CH:4][CH:3]=1.C(=O)([O-])[O-].[Na+].[Na+]. Product: [CH2:1]([N:8]1[C:9](=[O:10])[C:11]2[C:16](=[N:15][CH:14]=[CH:13][N:12]=2)[N:17]=[C:18]1[CH2:19][CH:20]([CH3:22])[CH3:21])[C:2]1[CH:7]=[CH:6][CH:5]=[CH:4][CH:3]=1. The catalyst class is: 3. (10) Reactant: [CH3:1][C:2]1[CH:6]=[C:5]([C:7]2[CH:12]=[CH:11][C:10]([C:13]([F:16])([F:15])[F:14])=[CH:9][CH:8]=2)[S:4][C:3]=1[CH:17]=[O:18].[CH:19]1([Mg]Br)[CH2:24][CH2:23][CH2:22][CH2:21][CH2:20]1.O1CCCC1.Cl.O. Product: [CH:19]1([CH:17]([C:3]2[S:4][C:5]([C:7]3[CH:8]=[CH:9][C:10]([C:13]([F:16])([F:14])[F:15])=[CH:11][CH:12]=3)=[CH:6][C:2]=2[CH3:1])[OH:18])[CH2:24][CH2:23][CH2:22][CH2:21][CH2:20]1. The catalyst class is: 7.